From a dataset of Peptide-MHC class II binding affinity with 134,281 pairs from IEDB. Regression. Given a peptide amino acid sequence and an MHC pseudo amino acid sequence, predict their binding affinity value. This is MHC class II binding data. (1) The MHC is HLA-DQA10501-DQB10201 with pseudo-sequence HLA-DQA10501-DQB10201. The binding affinity (normalized) is 0.319. The peptide sequence is LQIIDKIDAAFKVAA. (2) The binding affinity (normalized) is 0.326. The peptide sequence is VRKDISEWQPSKGWN. The MHC is HLA-DQA10501-DQB10302 with pseudo-sequence HLA-DQA10501-DQB10302. (3) The peptide sequence is AFKVAATAANAAPAN. The MHC is DRB1_0901 with pseudo-sequence DRB1_0901. The binding affinity (normalized) is 0.617. (4) The peptide sequence is ALTKAITAMSEVQKV. The MHC is HLA-DQA10201-DQB10202 with pseudo-sequence HLA-DQA10201-DQB10202. The binding affinity (normalized) is 0.521. (5) The peptide sequence is QSAVVCGRRHSVRIR. The MHC is DRB1_0802 with pseudo-sequence DRB1_0802. The binding affinity (normalized) is 0.217. (6) The peptide sequence is GPDNPGEPLVLKEGI. The MHC is DRB4_0101 with pseudo-sequence DRB4_0103. The binding affinity (normalized) is 0.565.